Dataset: Forward reaction prediction with 1.9M reactions from USPTO patents (1976-2016). Task: Predict the product of the given reaction. (1) Given the reactants [NH2:1][CH2:2][CH2:3][CH2:4][NH:5][C:6]([C:8]1[S:16][C:15]2[C:10](=[N:11][CH:12]=[CH:13][C:14]=2[O:17][C:18]2[CH:23]=[CH:22][C:21]([NH:24][C:25]([NH:27][C:28]3[CH:33]=[C:32]([CH3:34])[CH:31]=[CH:30][C:29]=3[F:35])=[O:26])=[C:20]([F:36])[CH:19]=2)[CH:9]=1)=[O:7].C(N(CC)C(C)C)(C)C.Br[CH2:47][C:48]([O:50][CH3:51])=[O:49].O, predict the reaction product. The product is: [F:36][C:20]1[CH:19]=[C:18]([CH:23]=[CH:22][C:21]=1[NH:24][C:25]([NH:27][C:28]1[CH:33]=[C:32]([CH3:34])[CH:31]=[CH:30][C:29]=1[F:35])=[O:26])[O:17][C:14]1[CH:13]=[CH:12][N:11]=[C:10]2[CH:9]=[C:8]([C:6]([NH:5][CH2:4][CH2:3][CH2:2][NH:1][CH2:47][C:48]([O:50][CH3:51])=[O:49])=[O:7])[S:16][C:15]=12. (2) Given the reactants Cl.[N:2]1[CH:7]=[CH:6][C:5]([CH2:8][CH2:9][SH:10])=[CH:4][CH:3]=1.F[C:12]1[CH:17]=[CH:16][C:15]([N+:18]([O-:20])=[O:19])=[CH:14][CH:13]=1.C([O-])([O-])=O.[K+].[K+], predict the reaction product. The product is: [N+:18]([C:15]1[CH:16]=[CH:17][C:12]([S:10][CH2:9][CH2:8][C:5]2[CH:6]=[CH:7][N:2]=[CH:3][CH:4]=2)=[CH:13][CH:14]=1)([O-:20])=[O:19]. (3) Given the reactants [C:1](Cl)(=[O:5])[C:2](Cl)=[O:3].[N+:7]([C:10]1[CH:11]=[C:12]2[C:16](=[CH:17][CH:18]=1)[NH:15][CH:14]=[CH:13]2)([O-:9])=[O:8].C1(=O)[NH:23]C(=O)C2=CC=CC=C12, predict the reaction product. The product is: [NH2:23][C:1](=[O:5])[C:2]([C:13]1[C:12]2[C:16](=[CH:17][CH:18]=[C:10]([N+:7]([O-:9])=[O:8])[CH:11]=2)[NH:15][CH:14]=1)=[O:3]. (4) Given the reactants [CH2:1]([O:8][C:9]1[CH:10]=[C:11]([CH:17]=[CH:18][CH:19]=1)[O:12][CH2:13][C:14]([CH3:16])=[O:15])[C:2]1[CH:7]=[CH:6][CH:5]=[CH:4][CH:3]=1.[CH3:20][Mg]Br.[Cl-].[NH4+], predict the reaction product. The product is: [CH2:1]([O:8][C:9]1[CH:10]=[C:11]([CH:17]=[CH:18][CH:19]=1)[O:12][CH2:13][C:14]([CH3:20])([OH:15])[CH3:16])[C:2]1[CH:3]=[CH:4][CH:5]=[CH:6][CH:7]=1. (5) Given the reactants CO[C:3]1[CH:8]=[CH:7][N:6]=[CH:5][C:4]=1[N+:9]([O-:11])=[O:10].[CH:12]1([NH2:15])[CH2:14][CH2:13]1.CCN(C(C)C)C(C)C, predict the reaction product. The product is: [CH:12]1([NH:15][C:3]2[CH:8]=[CH:7][N:6]=[CH:5][C:4]=2[N+:9]([O-:11])=[O:10])[CH2:14][CH2:13]1. (6) Given the reactants [F:1][CH2:2][C:3]1([CH3:9])[CH2:7][O:6][C:5](=[O:8])[NH:4]1.C(O[Cl:15])(C)(C)C, predict the reaction product. The product is: [Cl:15][N:4]1[C:3]([CH2:2][F:1])([CH3:9])[CH2:7][O:6][C:5]1=[O:8]. (7) Given the reactants CN(C)C=O.[F:6][C:7]1[CH:14]=[C:13]([OH:15])[CH:12]=[CH:11][C:8]=1[CH:9]=[O:10].[H-].[Na+].Cl[CH2:19][C:20]1[CH:25]=[CH:24][C:23]([F:26])=[CH:22][N:21]=1, predict the reaction product. The product is: [F:6][C:7]1[CH:14]=[C:13]([O:15][CH2:19][C:20]2[CH:25]=[CH:24][C:23]([F:26])=[CH:22][N:21]=2)[CH:12]=[CH:11][C:8]=1[CH:9]=[O:10]. (8) Given the reactants [CH3:1][O:2][C:3]1[CH:8]=[CH:7][C:6]([CH2:9][CH:10]([NH:12][CH2:13][C:14]2[CH:19]=[CH:18][CH:17]=[CH:16][CH:15]=2)[CH3:11])=[CH:5][CH:4]=1.C(O)(=O)[C@H](C1C=CC=CC=1)O, predict the reaction product. The product is: [CH3:1][O:2][C:3]1[CH:4]=[CH:5][C:6]([CH2:9][C@H:10]([NH:12][CH2:13][C:14]2[CH:19]=[CH:18][CH:17]=[CH:16][CH:15]=2)[CH3:11])=[CH:7][CH:8]=1. (9) Given the reactants [F:1][C:2]1[CH:21]=[CH:20][C:5]2[C:6]([C:9]3[CH:14]=[CH:13][C:12]([O:15][CH2:16][C@H:17]4[CH2:19][O:18]4)=[CH:11][CH:10]=3)=[N:7][O:8][C:4]=2[CH:3]=1.[NH2:22][CH2:23][CH:24]([C:26]1[CH:31]=[CH:30][CH:29]=[CH:28][CH:27]=1)[OH:25], predict the reaction product. The product is: [F:1][C:2]1[CH:21]=[CH:20][C:5]2[C:6]([C:9]3[CH:14]=[CH:13][C:12]([O:15][CH2:16][C@H:17]([OH:18])[CH2:19][NH:22][CH2:23][CH:24]([OH:25])[C:26]4[CH:31]=[CH:30][CH:29]=[CH:28][CH:27]=4)=[CH:11][CH:10]=3)=[N:7][O:8][C:4]=2[CH:3]=1.